Task: Predict the reactants needed to synthesize the given product.. Dataset: Full USPTO retrosynthesis dataset with 1.9M reactions from patents (1976-2016) The reactants are: [Br:1][C:2]1[CH:7]=[CH:6][C:5]([CH2:8][C:9]#[N:10])=[C:4]([F:11])[CH:3]=1.Br[CH2:13][CH2:14][CH2:15]Br.[H-].[Na+].[Cl-].[NH4+]. Given the product [Br:1][C:2]1[CH:7]=[CH:6][C:5]([C:8]2([C:9]#[N:10])[CH2:15][CH2:14][CH2:13]2)=[C:4]([F:11])[CH:3]=1, predict the reactants needed to synthesize it.